This data is from Catalyst prediction with 721,799 reactions and 888 catalyst types from USPTO. The task is: Predict which catalyst facilitates the given reaction. (1) The catalyst class is: 28. Product: [ClH:1].[CH:4]([NH:7][C:8](=[O:36])[O:9][CH:10]1[CH2:11][CH:12]2[CH:16]([CH2:15][CH:14]([NH:18][CH2:19][C:20]([N:22]3[CH2:26][CH2:25][CH2:24][CH:23]3[C:27]#[N:28])=[O:21])[CH2:13]2)[CH2:17]1)([CH3:6])[CH3:5]. Reactant: [Cl:1]CCl.[CH:4]([NH:7][C:8](=[O:36])[O:9][CH:10]1[CH2:17][CH:16]2[CH:12]([CH2:13][CH:14]([N:18](C(OC(C)(C)C)=O)[CH2:19][C:20]([N:22]3[CH2:26][CH2:25][CH2:24][CH:23]3[C:27]#[N:28])=[O:21])[CH2:15]2)[CH2:11]1)([CH3:6])[CH3:5].Cl. (2) The catalyst class is: 11. Product: [CH3:20][O:19][C:16]1[CH:17]=[C:18]2[C:13](=[CH:14][C:15]=1[O:21][CH3:22])[N:12]=[CH:11][CH:10]=[C:9]2[O:8][C:7]1[C:2]([C:26]2[CH:27]=[CH:28][S:24][CH:25]=2)=[N:3][C:4]([CH3:23])=[CH:5][CH:6]=1. Reactant: I[C:2]1[C:7]([O:8][C:9]2[C:18]3[C:13](=[CH:14][C:15]([O:21][CH3:22])=[C:16]([O:19][CH3:20])[CH:17]=3)[N:12]=[CH:11][CH:10]=2)=[CH:6][CH:5]=[C:4]([CH3:23])[N:3]=1.[S:24]1[CH:28]=[CH:27][C:26](B(O)O)=[CH:25]1.C(=O)([O-])O.[Na+]. (3) Reactant: [C:1]([O:5][C:6]([N:8]1[CH2:11][CH:10]([C:12]([OH:14])=O)[CH2:9]1)=[O:7])([CH3:4])([CH3:3])[CH3:2].C1(N=C=NC2CCCCC2)CCCCC1.Cl.[CH3:31][NH:32][O:33][CH3:34].C(N(CC)CC)C. Product: [CH3:34][O:33][N:32]([CH3:31])[C:12]([CH:10]1[CH2:9][N:8]([C:6]([O:5][C:1]([CH3:2])([CH3:3])[CH3:4])=[O:7])[CH2:11]1)=[O:14]. The catalyst class is: 577. (4) Reactant: [Br:1][C:2]1[CH:7]=[CH:6][C:5]([CH2:8][C:9]#N)=[C:4]([F:11])[CH:3]=1.[CH3:12]OS(C1C=CC(C)=CC=1)(=O)=O.CC([O-])(C)C.[Na+].C1N2CCN(CC2)C1.C[N:39]([CH:41]=O)C. Product: [Br:1][C:2]1[CH:7]=[CH:6][C:5]([C:8]([CH3:12])([CH3:9])[C:41]#[N:39])=[C:4]([F:11])[CH:3]=1. The catalyst class is: 1. (5) Reactant: Cl.[Cl:2][C:3]1[CH:4]=[C:5]([O:14][CH:15]2[CH2:20][CH2:19][NH:18][CH2:17][CH2:16]2)[C:6]([CH3:13])=[C:7]([CH:12]=1)[C:8]([O:10][CH3:11])=[O:9].C=O.[C:23](O[BH-](OC(=O)C)OC(=O)C)(=O)C.[Na+]. Product: [Cl:2][C:3]1[CH:4]=[C:5]([O:14][CH:15]2[CH2:20][CH2:19][N:18]([CH3:23])[CH2:17][CH2:16]2)[C:6]([CH3:13])=[C:7]([CH:12]=1)[C:8]([O:10][CH3:11])=[O:9]. The catalyst class is: 130.